Dataset: Catalyst prediction with 721,799 reactions and 888 catalyst types from USPTO. Task: Predict which catalyst facilitates the given reaction. (1) Reactant: [C:1]([C:5]([NH:7][CH2:8][C:9]1[CH:10]=[CH:11][C:12]([C:18]([F:21])([F:20])[F:19])=[C:13]([CH:17]=1)[C:14](O)=[O:15])=[O:6])([CH3:4])([CH3:3])[CH3:2].CN(C(ON1N=NC2C=CC=NC1=2)=[N+](C)C)C.F[P-](F)(F)(F)(F)F.[NH2:46][C:47]1[CH:48]=[CH:49][C:50]([O:63][CH2:64][CH:65]([F:67])[F:66])=[C:51]([CH:62]=1)[C:52]([NH:54][C:55]1[CH:60]=[CH:59][C:58]([Br:61])=[CH:57][CH:56]=1)=[O:53]. Product: [F:67][CH:65]([F:66])[CH2:64][O:63][C:50]1[CH:49]=[CH:48][C:47]([NH:46][C:14](=[O:15])[C:13]2[CH:17]=[C:9]([CH2:8][NH:7][C:5]([C:1]([CH3:2])([CH3:3])[CH3:4])=[O:6])[CH:10]=[CH:11][C:12]=2[C:18]([F:20])([F:19])[F:21])=[CH:62][C:51]=1[C:52]([NH:54][C:55]1[CH:60]=[CH:59][C:58]([Br:61])=[CH:57][CH:56]=1)=[O:53]. The catalyst class is: 1. (2) The catalyst class is: 9. Product: [Br:15][C:11]1[C:10]([C:7]2[CH:6]=[CH:5][C:4]([N+:1]([O-:3])=[O:2])=[CH:9][CH:8]=2)=[N:14][NH:13][CH:12]=1. Reactant: [N+:1]([C:4]1[CH:9]=[CH:8][C:7]([C:10]2[NH:14][N:13]=[CH:12][CH:11]=2)=[CH:6][CH:5]=1)([O-:3])=[O:2].[Br:15]N1C(=O)CCC1=O. (3) Reactant: [NH2:1][C:2]1[C:11](Br)=[N:10][C:9]([Br:13])=[CH:8][C:3]=1[C:4]([O:6][CH3:7])=[O:5].[CH3:14][O:15][C:16]([C:18]1[CH:23]=[CH:22][C:21](B(O)O)=[CH:20][CH:19]=1)=[O:17].C1(C)C=CC=CC=1.C(=O)([O-])[O-].[Na+].[Na+]. Product: [NH2:1][C:2]1[C:11]([C:21]2[CH:22]=[CH:23][C:18]([C:16]([O:15][CH3:14])=[O:17])=[CH:19][CH:20]=2)=[N:10][C:9]([Br:13])=[CH:8][C:3]=1[C:4]([O:6][CH3:7])=[O:5]. The catalyst class is: 5.